Task: Predict the product of the given reaction.. Dataset: Forward reaction prediction with 1.9M reactions from USPTO patents (1976-2016) (1) Given the reactants Br[C:2]1[CH:7]=[CH:6][C:5]([N:8]2[CH2:13][CH2:12][O:11][CH2:10][CH2:9]2)=[CH:4][CH:3]=1.C1(C2C=CC=CC=2)C=CC([C:20](=[O:28])[CH2:21][C:22]2[CH:27]=[CH:26][CH:25]=[CH:24][CH:23]=2)=CC=1, predict the reaction product. The product is: [O:11]1[CH2:12][CH2:13][N:8]([C:5]2[CH:6]=[CH:7][C:2]([C:20](=[O:28])[CH2:21][C:22]3[CH:27]=[CH:26][CH:25]=[CH:24][CH:23]=3)=[CH:3][CH:4]=2)[CH2:9][CH2:10]1. (2) Given the reactants [F:1][C:2]1[CH:3]=[CH:4][CH:5]=[C:6]2[C:11]=1[N:10]=[CH:9][C:8](I)=[CH:7]2.[Na+].[C:14]1([S:20]([O-:22])=[O:21])[CH:19]=[CH:18][CH:17]=[CH:16][CH:15]=1.C(=O)([O-])[O-].[K+].[K+], predict the reaction product. The product is: [F:1][C:2]1[CH:3]=[CH:4][CH:5]=[C:6]2[C:11]=1[N:10]=[CH:9][C:8]([S:20]([C:14]1[CH:19]=[CH:18][CH:17]=[CH:16][CH:15]=1)(=[O:22])=[O:21])=[CH:7]2.